This data is from Forward reaction prediction with 1.9M reactions from USPTO patents (1976-2016). The task is: Predict the product of the given reaction. (1) Given the reactants [CH3:1][C:2]1([CH3:22])[C:7]([CH3:9])([CH3:8])[O:6][C:5](OC2C=CC([N+]([O-])=O)=CC=2)=[N:4][S:3]1(=[O:21])=[O:20].[CH:23]1([NH2:29])[CH2:28][CH2:27][CH2:26][CH2:25][CH2:24]1, predict the reaction product. The product is: [CH:23]1([NH:29][C:5]2[O:6][C:7]([CH3:8])([CH3:9])[C:2]([CH3:1])([CH3:22])[S:3](=[O:20])(=[O:21])[N:4]=2)[CH2:28][CH2:27][CH2:26][CH2:25][CH2:24]1. (2) The product is: [C:1]([O:5][C:6]([N:8]1[CH2:12][CH:11]([OH:13])[CH2:10][CH:9]1[C:14]1[N:18]([CH2:35][O:34][CH2:33][CH2:32][Si:29]([CH3:31])([CH3:30])[CH3:28])[CH:17]=[C:16]([C:19]2[CH:24]=[CH:23][C:22]([Br:25])=[CH:21][CH:20]=2)[N:15]=1)=[O:7])([CH3:4])([CH3:2])[CH3:3]. Given the reactants [C:1]([O:5][C:6]([N:8]1[CH2:12][CH:11]([OH:13])[CH2:10][CH:9]1[C:14]1[NH:15][C:16]([C:19]2[CH:24]=[CH:23][C:22]([Br:25])=[CH:21][CH:20]=2)=[CH:17][N:18]=1)=[O:7])([CH3:4])([CH3:3])[CH3:2].[H-].[Na+].[CH3:28][Si:29]([CH2:32][CH2:33][O:34][CH2:35]Cl)([CH3:31])[CH3:30], predict the reaction product. (3) Given the reactants [Cl:1][C:2]1[CH:11]=[CH:10][C:9]2[C:8]([C:12]([OH:14])=[O:13])=[CH:7][CH:6]=[CH:5][C:4]=2[N:3]=1.[C:15](=O)([O-])[O-].[K+].[K+].CI.[Cl-].[Na+], predict the reaction product. The product is: [Cl:1][C:2]1[CH:11]=[CH:10][C:9]2[C:8]([C:12]([O:14][CH3:15])=[O:13])=[CH:7][CH:6]=[CH:5][C:4]=2[N:3]=1. (4) Given the reactants [C:1]([CH:4]([C:15](=[O:17])[CH3:16])[CH2:5][CH2:6][CH2:7][CH2:8][CH2:9][C:10]([O:12][CH2:13][CH3:14])=[O:11])(=[O:3])[CH3:2].[Cl-].[Mg+2].[Cl-].N1C=CC=CC=1.[C:27]([C:29]1[CH:37]=[CH:36][C:32]([C:33](Cl)=[O:34])=[CH:31][CH:30]=1)#[N:28], predict the reaction product. The product is: [C:1]([C:4]([C:33](=[O:34])[C:32]1[CH:36]=[CH:37][C:29]([C:27]#[N:28])=[CH:30][CH:31]=1)([C:15](=[O:17])[CH3:16])[CH2:5][CH2:6][CH2:7][CH2:8][CH2:9][C:10]([O:12][CH2:13][CH3:14])=[O:11])(=[O:3])[CH3:2]. (5) The product is: [F:1][C:2]1[CH:7]=[C:6]([C:25]2[C:26]([S:31]([CH:34]([CH3:36])[CH3:35])(=[O:32])=[O:33])=[N:27][CH:28]=[CH:29][CH:30]=2)[CH:5]=[CH:4][C:3]=1[C:17]1[N:18]=[CH:19][C:20]([NH2:23])=[N:21][CH:22]=1. Given the reactants [F:1][C:2]1[CH:7]=[C:6](B2OC(C)(C)C(C)(C)O2)[CH:5]=[CH:4][C:3]=1[C:17]1[N:18]=[CH:19][C:20]([NH2:23])=[N:21][CH:22]=1.Br[C:25]1[C:26]([S:31]([CH:34]([CH3:36])[CH3:35])(=[O:33])=[O:32])=[N:27][CH:28]=[CH:29][CH:30]=1, predict the reaction product. (6) Given the reactants [CH3:1][C:2]1[CH:7]=[C:6]([N:8]2[CH2:13][CH2:12][CH:11]([NH2:14])[CH2:10][CH2:9]2)[C:5]([CH3:15])=[CH:4][N:3]=1.Cl[C:17]1[N:22]=[C:21]([C:23]([OH:26])([CH3:25])[CH3:24])[CH:20]=[C:19]([CH2:27][C:28]2[CH:33]=[CH:32][C:31]([Cl:34])=[CH:30][CH:29]=2)[N:18]=1.C(=O)([O-])[O-].[K+].[K+].C1(P(C2CCCCC2)C2C=CC=CC=2C2C=CC=CC=2)CCCCC1, predict the reaction product. The product is: [Cl:34][C:31]1[CH:32]=[CH:33][C:28]([CH2:27][C:19]2[N:18]=[C:17]([NH:14][CH:11]3[CH2:10][CH2:9][N:8]([C:6]4[C:5]([CH3:15])=[CH:4][N:3]=[C:2]([CH3:1])[CH:7]=4)[CH2:13][CH2:12]3)[N:22]=[C:21]([C:23]([OH:26])([CH3:25])[CH3:24])[CH:20]=2)=[CH:29][CH:30]=1.